This data is from Experimentally validated miRNA-target interactions with 360,000+ pairs, plus equal number of negative samples. The task is: Binary Classification. Given a miRNA mature sequence and a target amino acid sequence, predict their likelihood of interaction. The protein sequence of the target gene is MSSAMLVTCLPDPSSSFREDAPRPPVPGEEGETPPCQPGVGKGQVTKPMSVSSNTRRNEDGLGEPEGRASPDSPLTRWTKSLHSLLGDQDGAYLFRTFLEREKCVDTLDFWFACNGFRQMNLKDTKTLRVAKAIYKRYIENNSIVSKQLKPATKTYIRDGIKKQQIDSIMFDQAQTEIQSVMEENAYQMFLTSDIYLEYVRSGGENTAYMSNGGLGSLKVVCGYLPTLNEEEEWTCADFKCKLSPTVVGLSSKTLRATASVRSTETVDSGYRSFKRSDPVNPYHIGSGYVFAPATSANDS.... Result: 0 (no interaction). The miRNA is mmu-miR-199b-3p with sequence ACAGUAGUCUGCACAUUGGUUA.